Dataset: CYP3A4 inhibition data for predicting drug metabolism from PubChem BioAssay. Task: Regression/Classification. Given a drug SMILES string, predict its absorption, distribution, metabolism, or excretion properties. Task type varies by dataset: regression for continuous measurements (e.g., permeability, clearance, half-life) or binary classification for categorical outcomes (e.g., BBB penetration, CYP inhibition). Dataset: cyp3a4_veith. The drug is CCN(CCO)Cc1csc2cccc(Br)c12.Cl. The result is 0 (non-inhibitor).